This data is from Reaction yield outcomes from USPTO patents with 853,638 reactions. The task is: Predict the reaction yield, written as a fraction of the theoretical maximum amount of product (1.0 means a 100% yield; for example, 0.34 means a 34% yield). The reactants are Br[C:2]1[S:3][C:4]([S:8]([NH2:11])(=[O:10])=[O:9])=[C:5]([Br:7])[N:6]=1.[NH:12]1[CH2:17][CH2:16][O:15][CH2:14][CH2:13]1.C(=O)([O-])[O-].[Cs+].[Cs+]. The catalyst is C1COCC1. The product is [Br:7][C:5]1[N:6]=[C:2]([N:12]2[CH2:17][CH2:16][O:15][CH2:14][CH2:13]2)[S:3][C:4]=1[S:8]([NH2:11])(=[O:10])=[O:9]. The yield is 0.440.